Task: Regression. Given a peptide amino acid sequence and an MHC pseudo amino acid sequence, predict their binding affinity value. This is MHC class II binding data.. Dataset: Peptide-MHC class II binding affinity with 134,281 pairs from IEDB (1) The peptide sequence is GELELQFRRVKCKYP. The MHC is DRB1_1302 with pseudo-sequence DRB1_1302. The binding affinity (normalized) is 0.202. (2) The peptide sequence is FVNPVEAFQFYFELL. The MHC is HLA-DPA10103-DPB10401 with pseudo-sequence HLA-DPA10103-DPB10401. The binding affinity (normalized) is 0.742. (3) The peptide sequence is AAAAAYETAFAAIVP. The MHC is DRB1_1101 with pseudo-sequence DRB1_1101. The binding affinity (normalized) is 0.178.